From a dataset of Catalyst prediction with 721,799 reactions and 888 catalyst types from USPTO. Predict which catalyst facilitates the given reaction. (1) Reactant: [OH:1][CH2:2][C@@H:3]1[CH2:7][CH2:6][N:5]([C:8]([O:10][C:11]([CH3:14])([CH3:13])[CH3:12])=[O:9])[CH2:4]1.[H-].[Na+].Cl[C:18]1[N:23]=[C:22]([C:24]2[CH:31]=[CH:30][C:27]([C:28]#[N:29])=[CH:26][CH:25]=2)[C:21]([Cl:32])=[CH:20][N:19]=1. Product: [Cl:32][C:21]1[C:22]([C:24]2[CH:25]=[CH:26][C:27]([C:28]#[N:29])=[CH:30][CH:31]=2)=[N:23][C:18]([O:1][CH2:2][C@@H:3]2[CH2:7][CH2:6][N:5]([C:8]([O:10][C:11]([CH3:14])([CH3:13])[CH3:12])=[O:9])[CH2:4]2)=[N:19][CH:20]=1. The catalyst class is: 3. (2) Product: [Cl:1][C:2]1[CH:3]=[C:4]([NH:16][C:17]2[C:26]3[C:21](=[CH:22][CH:23]=[CH:24][C:25]=3[O:27][C@H:29]([CH2:34][CH2:33][OH:32])[C:30]([NH:55][CH3:54])=[O:31])[N:20]=[CH:19][N:18]=2)[CH:5]=[CH:6][C:7]=1[O:8][CH2:9][C:10]1[CH:15]=[CH:14][CH:13]=[CH:12][N:11]=1. Reactant: [Cl:1][C:2]1[CH:3]=[C:4]([NH:16][C:17]2[C:26]3[C:25]([OH:27])=[CH:24][CH:23]=[CH:22][C:21]=3[N:20]=[CH:19][N:18]=2)[CH:5]=[CH:6][C:7]=1[O:8][CH2:9][C:10]1[CH:15]=[CH:14][CH:13]=[CH:12][N:11]=1.O[C@H:29]1[CH2:34][CH2:33][O:32][C:30]1=[O:31].C1(P(C2C=CC=CC=2)C2C=CC=CC=2)C=CC=CC=1.[CH3:54][NH2:55]. The catalyst class is: 168. (3) Reactant: C([NH:5][S:6]([C:9]1[C:10]([C:15]2[CH:20]=[CH:19][CH:18]=[C:17]([NH:21][CH2:22][C:23]3[CH:28]=[N:27][C:26]([CH3:29])=[C:25]4[O:30]C(C)(C)[O:32][CH2:33][C:24]=34)[CH:16]=2)=[CH:11][CH:12]=[CH:13][CH:14]=1)(=[O:8])=[O:7])(C)(C)C.Cl. Product: [OH:30][C:25]1[C:24]([CH2:33][OH:32])=[C:23]([CH2:22][NH:21][C:17]2[CH:16]=[C:15]([C:10]3[C:9]([S:6]([NH2:5])(=[O:8])=[O:7])=[CH:14][CH:13]=[CH:12][CH:11]=3)[CH:20]=[CH:19][CH:18]=2)[CH:28]=[N:27][C:26]=1[CH3:29]. The catalyst class is: 5. (4) Reactant: C([O:3][C:4](=O)[CH2:5][CH2:6][C:7]1[C:15]2[C:10](=[CH:11][N:12]=[C:13]([C:16]3[C:21]([CH2:22][CH3:23])=[CH:20][CH:19]=[CH:18][C:17]=3[CH2:24][CH3:25])[CH:14]=2)[N:9]([C:26]2[CH:31]=[CH:30][C:29]([CH:32]([CH3:34])[CH3:33])=[CH:28][CH:27]=2)[CH:8]=1)C.CC(C[AlH]CC(C)C)C.[C@H](O)(C([O-])=O)[C@@H](O)C([O-])=O.[Na+].[K+]. Product: [CH2:22]([C:21]1[CH:20]=[CH:19][CH:18]=[C:17]([CH2:24][CH3:25])[C:16]=1[C:13]1[CH:14]=[C:15]2[C:7]([CH2:6][CH2:5][CH2:4][OH:3])=[CH:8][N:9]([C:26]3[CH:31]=[CH:30][C:29]([CH:32]([CH3:34])[CH3:33])=[CH:28][CH:27]=3)[C:10]2=[CH:11][N:12]=1)[CH3:23]. The catalyst class is: 2. (5) Reactant: [C:1]([O:5][C:6](=[O:31])[NH:7][CH2:8][C:9]1[CH:14]=[CH:13][C:12]([C:15]2[N:19]3[CH:20]=[CH:21][C:22]([C:24]4[CH:25]=[N:26][C:27](F)=[CH:28][CH:29]=4)=[CH:23][C:18]3=[N:17][CH:16]=2)=[CH:11][CH:10]=1)([CH3:4])([CH3:3])[CH3:2].[CH3:32][N:33]1[CH2:38][CH2:37][NH:36][CH2:35][CH2:34]1.C([O-])([O-])=O.[K+].[K+]. Product: [C:1]([O:5][C:6](=[O:31])[NH:7][CH2:8][C:9]1[CH:14]=[CH:13][C:12]([C:15]2[N:19]3[CH:20]=[CH:21][C:22]([C:24]4[CH:25]=[N:26][C:27]([N:36]5[CH2:37][CH2:38][N:33]([CH3:32])[CH2:34][CH2:35]5)=[CH:28][CH:29]=4)=[CH:23][C:18]3=[N:17][CH:16]=2)=[CH:11][CH:10]=1)([CH3:4])([CH3:3])[CH3:2]. The catalyst class is: 16.